This data is from Full USPTO retrosynthesis dataset with 1.9M reactions from patents (1976-2016). The task is: Predict the reactants needed to synthesize the given product. (1) Given the product [ClH:1].[ClH:47].[Cl:1][C:2]1[CH:3]=[N:4][C:5]2[CH:6]=[CH:7][C:8](=[O:34])[N:9]3[CH2:13][CH:12]([CH2:14][N:15]4[CH2:20][CH2:19][CH:18]([NH:21][CH2:22][C:23]5[CH:24]=[CH:25][C:26]6[S:27][CH2:28][C:29](=[O:33])[NH:30][C:31]=6[N:32]=5)[CH2:17][CH2:16]4)[C:11]=1[C:10]=23, predict the reactants needed to synthesize it. The reactants are: [Cl:1][C:2]1[CH:3]=[N:4][C:5]2[CH:6]=[CH:7][C:8](=[O:34])[N:9]3[CH2:13][CH:12]([CH2:14][N:15]4[CH2:20][CH2:19][CH:18]([NH:21][CH2:22][C:23]5[CH:24]=[CH:25][C:26]6[S:27][CH2:28][C:29](=[O:33])[NH:30][C:31]=6[N:32]=5)[CH2:17][CH2:16]4)[C:11]=1[C:10]=23.C1(N)C(F)=C(F)C(F)=C(N)C=1F.[ClH:47].Cl.Cl.C(OCC)C. (2) Given the product [CH3:24][S:23][C:4]1[N:3]=[C:2]([NH:38][C:39]2[CH:40]=[CH:41][C:42]([C:43]([F:44])([F:45])[F:46])=[CH:37][CH:54]=2)[C:12]2[CH2:11][CH2:10][N:9]([C:13]3[C:18]([C:19]([F:22])([F:21])[F:20])=[CH:17][CH:16]=[CH:15][N:14]=3)[CH2:8][CH2:7][C:6]=2[N:5]=1, predict the reactants needed to synthesize it. The reactants are: Cl[C:2]1[C:12]2[CH2:11][CH2:10][N:9]([C:13]3[C:18]([C:19]([F:22])([F:21])[F:20])=[CH:17][CH:16]=[CH:15][N:14]=3)[CH2:8][CH2:7][C:6]=2[N:5]=[C:4]([S:23][CH3:24])[N:3]=1.CSC1N=C(O)C2CCN([C:37]3[C:42]([C:43]([F:46])([F:45])[F:44])=[CH:41][CH:40]=[CH:39][N:38]=3)CCC=2N=1.O=P(Cl)(Cl)Cl.[CH3:54]C#N. (3) Given the product [Cl:1][C:2]1[CH:10]=[CH:9][CH:8]=[C:7]2[C:3]=1[C:4]([C:13](=[O:14])[C:12]([F:23])([F:22])[F:11])=[CH:5][NH:6]2, predict the reactants needed to synthesize it. The reactants are: [Cl:1][C:2]1[CH:10]=[CH:9][CH:8]=[C:7]2[C:3]=1[CH:4]=[CH:5][NH:6]2.[F:11][C:12]([F:23])([F:22])[C:13](O[C:13](=[O:14])[C:12]([F:23])([F:22])[F:11])=[O:14].O.